This data is from Forward reaction prediction with 1.9M reactions from USPTO patents (1976-2016). The task is: Predict the product of the given reaction. (1) Given the reactants C(OC([NH:8][CH:9]1[CH2:14][CH2:13][N:12]([C:15]2[CH:37]=[CH:36][C:18]([CH2:19][C@@H:20]([C:32]([O:34][CH3:35])=[O:33])[NH:21][C:22](=[O:31])[C:23]3[C:28]([Cl:29])=[CH:27][CH:26]=[CH:25][C:24]=3[Cl:30])=[CH:17][CH:16]=2)[CH2:11][CH2:10]1)=O)(C)(C)C.C(O)(C(F)(F)F)=O, predict the reaction product. The product is: [NH2:8][CH:9]1[CH2:10][CH2:11][N:12]([C:15]2[CH:16]=[CH:17][C:18]([CH2:19][C@@H:20]([C:32]([O:34][CH3:35])=[O:33])[NH:21][C:22](=[O:31])[C:23]3[C:28]([Cl:29])=[CH:27][CH:26]=[CH:25][C:24]=3[Cl:30])=[CH:36][CH:37]=2)[CH2:13][CH2:14]1. (2) Given the reactants [H-].[H-].[H-].[H-].[Li+].[Al+3].[C:7]1([C:13]#[C:14][C:15]2[N:19]3[CH:20]=[CH:21][CH:22]=[CH:23][C:18]3=[N:17][C:16]=2[C:24](OCC)=[O:25])[CH:12]=[CH:11][CH:10]=[CH:9][CH:8]=1.S(=O)(=O)(O)O, predict the reaction product. The product is: [C:7]1([C:13]#[C:14][C:15]2[N:19]3[CH:20]=[CH:21][CH:22]=[CH:23][C:18]3=[N:17][C:16]=2[CH2:24][OH:25])[CH:8]=[CH:9][CH:10]=[CH:11][CH:12]=1.